Dataset: Forward reaction prediction with 1.9M reactions from USPTO patents (1976-2016). Task: Predict the product of the given reaction. (1) Given the reactants Cl[C:2]1[C:11]2[C:6](=[CH:7][C:8]([O:14][CH2:15][CH2:16][CH2:17][N:18]3[CH2:22][CH2:21][CH2:20][CH2:19]3)=[C:9]([O:12][CH3:13])[CH:10]=2)[N:5]=[N:4][CH:3]=1.[F:23][C:24]1[C:32]([OH:33])=[CH:31][CH:30]=[C:29]2[C:25]=1[CH:26]=[C:27]([CH3:34])[NH:28]2.C(=O)([O-])[O-].[Cs+].[Cs+], predict the reaction product. The product is: [F:23][C:24]1[C:32]([O:33][C:2]2[C:11]3[C:6](=[CH:7][C:8]([O:14][CH2:15][CH2:16][CH2:17][N:18]4[CH2:22][CH2:21][CH2:20][CH2:19]4)=[C:9]([O:12][CH3:13])[CH:10]=3)[N:5]=[N:4][CH:3]=2)=[CH:31][CH:30]=[C:29]2[C:25]=1[CH:26]=[C:27]([CH3:34])[NH:28]2. (2) The product is: [Br:1][C:2]1[C:3]([C:14]2[O:25][C:18]([C:19]3[CH:20]=[CH:21][N:22]=[CH:23][CH:24]=3)=[N:17][N:16]=2)=[CH:4][C:5]([NH:8][C:9]([NH:11][CH2:12][CH3:13])=[O:10])=[N:6][CH:7]=1. Given the reactants [Br:1][C:2]1[C:3]([C:14]([NH:16][NH:17][C:18](=[O:25])[C:19]2[CH:24]=[CH:23][N:22]=[CH:21][CH:20]=2)=O)=[CH:4][C:5]([NH:8][C:9]([NH:11][CH2:12][CH3:13])=[O:10])=[N:6][CH:7]=1.C1(P(C2C=CC=CC=2)C2C=CC=CC=2)C=CC=CC=1.C(N(CC)CC)C.C(Br)(Br)(Br)Br, predict the reaction product. (3) Given the reactants [Br:1][C:2]1[CH:3]=[CH:4][C:5]2[NH:6][C:7]3[C:12]([C:13]=2[CH:14]=1)=[CH:11][CH:10]=[CH:9][CH:8]=3.C(=O)([O-])[O-].[Cs+].[Cs+].Br[CH2:22][CH2:23][CH3:24], predict the reaction product. The product is: [Br:1][C:2]1[CH:3]=[CH:4][C:5]2[N:6]([CH2:22][CH2:23][CH3:24])[C:7]3[C:12]([C:13]=2[CH:14]=1)=[CH:11][CH:10]=[CH:9][CH:8]=3.